Predict the product of the given reaction. From a dataset of Forward reaction prediction with 1.9M reactions from USPTO patents (1976-2016). (1) The product is: [C:17](=[O:20])([O:11][C:8]1[CH:9]=[C:10]2[C:5]([CH:4]=[CH:3][CH:2]=[N:1]2)=[CH:6][CH:7]=1)[O:16][C:13]([CH3:15])([CH3:14])[CH3:12]. Given the reactants [N:1]1[C:10]2[C:5](=[CH:6][CH:7]=[C:8]([OH:11])[CH:9]=2)[CH:4]=[CH:3][CH:2]=1.[CH3:12][C:13]([O:16][CH3:17])([CH3:15])[CH3:14].CC[O:20]C(C)=O, predict the reaction product. (2) Given the reactants [NH2:1][C:2]1[CH:3]=[C:4]([C:11](=[O:13])[CH3:12])[CH:5]=[CH:6][C:7]=1[NH:8][CH2:9][CH3:10].C1(C)C=CC(S([O-])(=O)=O)=CC=1.[CH2:25]([N:32]1[C:36](=[O:37])[C:35](=[C:38]2[N:42]([CH3:43])[C:41]3[CH:44]=[C:45]([O:48][CH2:49][CH2:50][O:51][CH3:52])[CH:46]=[CH:47][C:40]=3[S:39]2)[S:34][CH2+:33]1SC)[C:26]1[CH:31]=[CH:30][CH:29]=[CH:28][CH:27]=1, predict the reaction product. The product is: [C:11]([C:4]1[CH:5]=[CH:6][C:7]([NH:8][CH2:9][CH3:10])=[C:2]([N:1]=[C:33]2[N:32]([CH2:25][C:26]3[CH:31]=[CH:30][CH:29]=[CH:28][CH:27]=3)[C:36](=[O:37])[C:35](=[C:38]3[N:42]([CH3:43])[C:41]4[CH:44]=[C:45]([O:48][CH2:49][CH2:50][O:51][CH3:52])[CH:46]=[CH:47][C:40]=4[S:39]3)[S:34]2)[CH:3]=1)(=[O:13])[CH3:12]. (3) Given the reactants [C:1]([O:5][C:6]([NH:8][C@@H:9]([CH2:17][CH2:18][CH:19]([CH2:25][CH2:26][CH2:27][F:28])[C:20]([O:22]CC)=[O:21])[C:10]([O:12][C:13]([CH3:16])([CH3:15])[CH3:14])=[O:11])=[O:7])([CH3:4])([CH3:3])[CH3:2].[OH-].[Li+].Cl, predict the reaction product. The product is: [C:1]([O:5][C:6]([NH:8][C@@H:9]([CH2:17][CH2:18][CH:19]([CH2:25][CH2:26][CH2:27][F:28])[C:20]([OH:22])=[O:21])[C:10]([O:12][C:13]([CH3:14])([CH3:15])[CH3:16])=[O:11])=[O:7])([CH3:4])([CH3:2])[CH3:3]. (4) Given the reactants [C:1]([O:5][C:6]([N:8]1[CH2:13][CH2:12][CH:11]([C:14](=O)[NH2:15])[CH2:10][CH2:9]1)=[O:7])([CH3:4])([CH3:3])[CH3:2].C1(P(C2C=CC=CC=2)C2C=CC=CC=2)C=CC=CC=1, predict the reaction product. The product is: [C:1]([O:5][C:6]([N:8]1[CH2:13][CH2:12][CH:11]([C:14]#[N:15])[CH2:10][CH2:9]1)=[O:7])([CH3:4])([CH3:2])[CH3:3]. (5) Given the reactants [C:1]([C:4]1[CH:9]=[CH:8][C:7]([NH:10][C:11]([CH:13]2[NH:26][CH:25]([CH2:27][C:28]([CH3:31])([CH3:30])[CH3:29])[C:15]3([C:19]4[CH:20]=[N:21][CH:22]=[CH:23][C:18]=4[NH:17][C:16]3=[O:24])[CH:14]2[C:32]2[CH:37]=[CH:36][CH:35]=[C:34]([Cl:38])[C:33]=2[F:39])=[O:12])=[CH:6][C:5]=1[O:40][CH3:41])(=[O:3])[NH2:2].[C:42](O)(=[O:44])C.[CH2:46]=O.[OH-].[Na+], predict the reaction product. The product is: [Cl:38][C:34]1[C:33]([F:39])=[C:32]([C@@H:14]2[C@@:15]3([C:19]4[CH:20]=[N:21][CH:22]=[CH:23][C:18]=4[N:17]([CH2:42][OH:44])[C:16]3=[O:24])[C@H:25]([CH2:27][C:28]([CH3:31])([CH3:30])[CH3:29])[N:26]3[CH2:46][N:10]([C:7]4[CH:8]=[CH:9][C:4]([C:1]([NH2:2])=[O:3])=[C:5]([O:40][CH3:41])[CH:6]=4)[C:11](=[O:12])[C@@H:13]23)[CH:37]=[CH:36][CH:35]=1.